Dataset: Blood-brain barrier permeability regression values from the B3DB database. Task: Regression/Classification. Given a drug SMILES string, predict its absorption, distribution, metabolism, or excretion properties. Task type varies by dataset: regression for continuous measurements (e.g., permeability, clearance, half-life) or binary classification for categorical outcomes (e.g., BBB penetration, CYP inhibition). For this dataset (b3db_regression), we predict Y. (1) The molecule is CN(C)CCC(C1=CC=C(C=C1)Cl)C2=CC=CC=N2. The Y is 1.53 log(BB ratio). (2) The molecule is C1=CC2=C3C(=C1)C=CC4=CC=CC(=C43)C=C2. The Y is 0.230 log(BB ratio). (3) The drug is CC(C)NCC(COC1=CC=CC2=CC=CC=C21)O. The Y is 0.640 log(BB ratio). (4) The compound is C1CC(OC1CO)N2C=NC3=C2N=CNC3=O. The Y is -1.30 log(BB ratio). (5) The compound is CNCCCN1C2=C(CCC3=CC=CC=C31)C=C(C=C2)O. The Y is 0.530 log(BB ratio). (6) The compound is C1CC(=O)N(C1)CCCCN2CCN(CC2)C3=NC=CC(=C3)C(F)(F)F. The Y is 0.160 log(BB ratio).